Task: Predict the product of the given reaction.. Dataset: Forward reaction prediction with 1.9M reactions from USPTO patents (1976-2016) Given the reactants [CH3:1][C:2]1[CH:14]=[CH:13][CH:12]=[CH:11][C:3]=1[CH2:4][N:5]1[CH2:9][CH2:8][CH2:7][C:6]1=[O:10].C([N-]C(C)C)(C)C.[Li+].Cl[CH2:24][C:25]1[C:30]([Cl:31])=[CH:29][CH:28]=[CH:27][C:26]=1[Cl:32].[Cl-].[NH4+], predict the reaction product. The product is: [Cl:31][C:30]1[CH:29]=[CH:28][CH:27]=[C:26]([Cl:32])[C:25]=1[CH2:24][CH:7]1[CH2:8][CH2:9][N:5]([CH2:4][C:3]2[CH:11]=[CH:12][CH:13]=[CH:14][C:2]=2[CH3:1])[C:6]1=[O:10].